Task: Predict the reactants needed to synthesize the given product.. Dataset: Full USPTO retrosynthesis dataset with 1.9M reactions from patents (1976-2016) (1) Given the product [N:1]1[O:5][N:4]=[C:3]2[CH:6]=[C:7]([C:10]3[CH:15]=[CH:14][C:13]([NH:16][CH2:17][CH2:18][F:19])=[CH:12][C:11]=3[OH:20])[CH:8]=[CH:9][C:2]=12, predict the reactants needed to synthesize it. The reactants are: [N:1]1[O:5][N:4]=[C:3]2[CH:6]=[C:7]([C:10]3[CH:15]=[CH:14][C:13]([NH:16][CH2:17][CH2:18][F:19])=[CH:12][C:11]=3[O:20]C)[CH:8]=[CH:9][C:2]=12.Br. (2) Given the product [F:14][C:2]1([F:1])[C:4]2([C:13]3[C:8](=[CH:9][CH:10]=[CH:11][CH:12]=3)[N:7]([C:21]([N:27]3[CH2:31][CH2:30][CH:29]([C:32]4[CH:33]=[N:34][NH:35][CH:36]=4)[CH2:28]3)=[O:22])[CH2:6][CH2:5]2)[CH2:3]1, predict the reactants needed to synthesize it. The reactants are: [F:1][C:2]1([F:14])[C:4]2([C:13]3[C:8](=[CH:9][CH:10]=[CH:11][CH:12]=3)[NH:7][CH2:6][CH2:5]2)[CH2:3]1.N1C=CC=CC=1.[C:21](Cl)(Cl)=[O:22].Cl.Cl.[NH:27]1[CH2:31][CH2:30][CH:29]([C:32]2[CH:33]=[N:34][NH:35][CH:36]=2)[CH2:28]1.